Regression. Given a peptide amino acid sequence and an MHC pseudo amino acid sequence, predict their binding affinity value. This is MHC class I binding data. From a dataset of Peptide-MHC class I binding affinity with 185,985 pairs from IEDB/IMGT. (1) The peptide sequence is IAVSVYGAIT. The MHC is HLA-A68:02 with pseudo-sequence HLA-A68:02. The binding affinity (normalized) is 0.225. (2) The peptide sequence is EELKNCNI. The MHC is HLA-B45:01 with pseudo-sequence HLA-B45:01. The binding affinity (normalized) is 0.0543.